From a dataset of Reaction yield outcomes from USPTO patents with 853,638 reactions. Predict the reaction yield, written as a fraction of the theoretical maximum amount of product (1.0 means a 100% yield; for example, 0.34 means a 34% yield). (1) The reactants are [F:1][C:2]1[C:3]([N:11]2[CH2:15][C:14]([CH3:17])([CH3:16])[CH:13]([N:18]([CH3:20])[CH3:19])[CH2:12]2)=[N:4][C:5]([CH3:10])=[N:6][C:7]=1[NH:8][NH2:9].[CH:21]1([CH2:26][C@H:27]([CH2:31][N:32]([CH:41]=[O:42])[O:33][CH2:34][C:35]2[CH:40]=[CH:39][CH:38]=[CH:37][CH:36]=2)[C:28](O)=[O:29])[CH2:25][CH2:24][CH2:23][CH2:22]1.CN1CCOCC1.ON1C2N=CC=CC=2N=N1.C(Cl)CCl. The catalyst is CN(C=O)C. The yield is 0.650. The product is [CH:21]1([CH2:26][C@@H:27]([C:28]([NH:9][NH:8][C:7]2[C:2]([F:1])=[C:3]([N:11]3[CH2:12][CH:13]([N:18]([CH3:20])[CH3:19])[C:14]([CH3:17])([CH3:16])[CH2:15]3)[N:4]=[C:5]([CH3:10])[N:6]=2)=[O:29])[CH2:31][N:32]([O:33][CH2:34][C:35]2[CH:40]=[CH:39][CH:38]=[CH:37][CH:36]=2)[CH:41]=[O:42])[CH2:25][CH2:24][CH2:23][CH2:22]1. (2) The reactants are [CH3:1][C@H:2]1[CH2:7][O:6][CH2:5][C@H:4]([CH3:8])[NH:3]1.CN(C(ON1N=NC2C=CC=NC1=2)=[N+](C)C)C.F[P-](F)(F)(F)(F)F.CCN(C(C)C)C(C)C.[NH2:42][C:43]1[CH:51]=[CH:50][C:46]([C:47](O)=[O:48])=[CH:45][N:44]=1. The catalyst is CN(C=O)C. The product is [NH2:42][C:43]1[N:44]=[CH:45][C:46]([C:47]([N:3]2[C@@H:4]([CH3:8])[CH2:5][O:6][CH2:7][C@@H:2]2[CH3:1])=[O:48])=[CH:50][CH:51]=1. The yield is 0.340.